From a dataset of Forward reaction prediction with 1.9M reactions from USPTO patents (1976-2016). Predict the product of the given reaction. (1) Given the reactants [O:1]=[C:2]1[CH2:7][NH:6][CH2:5][CH2:4][N:3]1[C:8]1[CH:9]=[N:10][C:11]2[C:16]([CH:17]=1)=[CH:15][CH:14]=[C:13]([C:18]#[N:19])[CH:12]=2.[CH3:20][C:21]1[C:29]2[CH2:28][O:27][C:26](=[O:30])[C:25]=2[CH:24]=[CH:23][C:22]=1[C@@H:31]1[CH2:33][O:32]1, predict the reaction product. The product is: [OH:32][C@H:31]([C:22]1[CH:23]=[CH:24][C:25]2[C:26](=[O:30])[O:27][CH2:28][C:29]=2[C:21]=1[CH3:20])[CH2:33][N:6]1[CH2:5][CH2:4][N:3]([C:8]2[CH:9]=[N:10][C:11]3[C:16]([CH:17]=2)=[CH:15][CH:14]=[C:13]([C:18]#[N:19])[CH:12]=3)[C:2](=[O:1])[CH2:7]1. (2) Given the reactants [NH2:1][C:2]1[C:20]([Br:21])=[CH:19][C:5]2[C:6]([C:14]([O:16][CH2:17][CH3:18])=[O:15])=[C:7]([C:9]3[CH2:13][CH2:12][CH2:11][CH:10]=3)[O:8][C:4]=2[CH:3]=1.N1C=CC=CC=1.[CH3:28][S:29](Cl)(=[O:31])=[O:30].Cl, predict the reaction product. The product is: [Br:21][C:20]1[C:2]([NH:1][S:29]([CH3:28])(=[O:31])=[O:30])=[CH:3][C:4]2[O:8][C:7]([C:9]3[CH2:13][CH2:12][CH2:11][CH:10]=3)=[C:6]([C:14]([O:16][CH2:17][CH3:18])=[O:15])[C:5]=2[CH:19]=1. (3) Given the reactants CC(C)([O-])C.[Na+].[C:7]([O:14][CH2:15][CH3:16])(=[O:13])[C:8](OCC)=O.[Cl:17][CH2:18][CH2:19][CH2:20][CH2:21][C:22](=O)[CH3:23].C([O-])(=O)C.[K+].C(O)(=O)C(O)=O.[CH2:36]([NH:38][NH2:39])[CH3:37], predict the reaction product. The product is: [Cl:17][CH2:18][CH2:19][CH2:20][CH2:21][C:22]1[N:38]([CH2:36][CH3:37])[N:39]=[C:8]([C:7]([O:14][CH2:15][CH3:16])=[O:13])[CH:23]=1. (4) The product is: [CH3:1][O:2][CH2:3][CH2:4][CH2:5][O:6][C:7]1[CH:8]=[C:9]([CH:37]=[CH:38][C:39]=1[O:40][CH3:41])[CH2:10][C@H:11]([CH:34]([CH3:36])[CH3:35])[CH2:12][C@H:13]([NH2:26])[C@@H:14]([OH:25])[CH2:15][NH:16][C:17]([NH:19][CH2:20][CH2:21][CH2:22][CH2:23][CH3:24])=[S:18].[F:42][C:43]([F:48])([F:47])[C:44]([O-:46])=[O:45]. Given the reactants [CH3:1][O:2][CH2:3][CH2:4][CH2:5][O:6][C:7]1[CH:8]=[C:9]([CH:37]=[CH:38][C:39]=1[O:40][CH3:41])[CH2:10][C@H:11]([CH:34]([CH3:36])[CH3:35])[CH2:12][C@H:13]([NH:26]C(OC(C)(C)C)=O)[C@@H:14]([OH:25])[CH2:15][NH:16][C:17]([NH:19][CH2:20][CH2:21][CH2:22][CH2:23][CH3:24])=[S:18].[F:42][C:43]([F:48])([F:47])[C:44]([OH:46])=[O:45], predict the reaction product. (5) Given the reactants [F:1][C:2]([F:14])([F:13])[C:3]1(O)[C:11]2[C:6](=[N:7][CH:8]=[CH:9][CH:10]=2)[NH:5][CH2:4]1.N1C=CC=CC=1.S(Cl)(Cl)=O.[OH-].[Na+], predict the reaction product. The product is: [F:13][C:2]([F:1])([F:14])[C:3]1[C:11]2[C:6](=[N:7][CH:8]=[CH:9][CH:10]=2)[NH:5][CH:4]=1.